This data is from Catalyst prediction with 721,799 reactions and 888 catalyst types from USPTO. The task is: Predict which catalyst facilitates the given reaction. Reactant: C([O:5][C@@H:6]([C@H:8]1[CH2:12][O:11][C:10](=[O:13])[N:9]1[C:14]1[CH:19]=[C:18]([Cl:20])[N:17]=[C:16]([Cl:21])[N:15]=1)[CH3:7])(C)(C)C.C(O)(C(F)(F)F)=O. Product: [Cl:21][C:16]1[N:15]=[C:14]([N:9]2[C@@H:8]([C@H:6]([OH:5])[CH3:7])[CH2:12][O:11][C:10]2=[O:13])[CH:19]=[C:18]([Cl:20])[N:17]=1. The catalyst class is: 2.